From a dataset of Forward reaction prediction with 1.9M reactions from USPTO patents (1976-2016). Predict the product of the given reaction. (1) Given the reactants C([O:4][CH2:5][C:6]1[CH:11]=[CH:10][C:9]([CH2:12][C:13]2[CH:18]=[C:17]([Br:19])[CH:16]=[CH:15][C:14]=2[Cl:20])=[CH:8][CH:7]=1)(=O)C.C1COCC1.CO.O[Li].O, predict the reaction product. The product is: [Br:19][C:17]1[CH:16]=[CH:15][C:14]([Cl:20])=[C:13]([CH:18]=1)[CH2:12][C:9]1[CH:10]=[CH:11][C:6]([CH2:5][OH:4])=[CH:7][CH:8]=1. (2) Given the reactants C[O:2][C:3]1[CH:4]=[C:5]2[C:10](=[CH:11][CH:12]=1)[N:9]=[CH:8][N:7]([C:13]1[CH:14]=[C:15]([NH:20][C:21](=[O:32])[C:22]3[CH:27]=[CH:26][CH:25]=[C:24]([C:28]([F:31])([F:30])[F:29])[CH:23]=3)[CH:16]=[CH:17][C:18]=1[CH3:19])[C:6]2=[O:33].B(Br)(Br)Br, predict the reaction product. The product is: [OH:2][C:3]1[CH:4]=[C:5]2[C:10](=[CH:11][CH:12]=1)[N:9]=[CH:8][N:7]([C:13]1[CH:14]=[C:15]([NH:20][C:21](=[O:32])[C:22]3[CH:27]=[CH:26][CH:25]=[C:24]([C:28]([F:30])([F:31])[F:29])[CH:23]=3)[CH:16]=[CH:17][C:18]=1[CH3:19])[C:6]2=[O:33]. (3) Given the reactants [C:1]([Si:5]([CH3:35])([CH3:34])[O:6][CH2:7][CH2:8][O:9][C:10]1[S:11][C:12]([CH2:15][CH:16]([C:32]#[N:33])[C:17]([N:19]([CH:29]2[CH2:31][CH2:30]2)[CH2:20][C:21]2[CH:26]=[CH:25][CH:24]=[C:23]([CH3:27])[C:22]=2[CH3:28])=[O:18])=[CH:13][N:14]=1)([CH3:4])([CH3:3])[CH3:2].[BH4-].[Na+], predict the reaction product. The product is: [NH2:33][CH2:32][CH:16]([CH2:15][C:12]1[S:11][C:10]([O:9][CH2:8][CH2:7][O:6][Si:5]([C:1]([CH3:4])([CH3:3])[CH3:2])([CH3:34])[CH3:35])=[N:14][CH:13]=1)[C:17]([N:19]([CH:29]1[CH2:30][CH2:31]1)[CH2:20][C:21]1[CH:26]=[CH:25][CH:24]=[C:23]([CH3:27])[C:22]=1[CH3:28])=[O:18]. (4) Given the reactants C([O:5][C:6](=[O:20])[CH2:7][C@@H:8]1[CH2:12][C@H:11]([C:13]([O:15][CH2:16][CH3:17])=[O:14])[C@H:10]([CH2:18][CH3:19])[CH2:9]1)CCC.C(O)(C(F)(F)F)=O, predict the reaction product. The product is: [CH2:16]([O:15][C:13]([CH:11]1[CH:10]([CH2:18][CH3:19])[CH2:9][CH:8]([CH2:7][C:6]([OH:20])=[O:5])[CH2:12]1)=[O:14])[CH3:17].